From a dataset of Reaction yield outcomes from USPTO patents with 853,638 reactions. Predict the reaction yield, written as a fraction of the theoretical maximum amount of product (1.0 means a 100% yield; for example, 0.34 means a 34% yield). (1) The reactants are [CH3:1][O:2][CH2:3][CH2:4][O:5][C:6]1[CH:7]=[C:8]([C:12]#[CH:13])[CH:9]=[CH:10][CH:11]=1.C(N(CC)CC)C.[NH2:21][C:22]1[C:27](Br)=[CH:26][C:25]([N+:29]([O-:31])=[O:30])=[CH:24][N:23]=1. The catalyst is O1CCCC1.Cl[Pd](Cl)([P](C1C=CC=CC=1)(C1C=CC=CC=1)C1C=CC=CC=1)[P](C1C=CC=CC=1)(C1C=CC=CC=1)C1C=CC=CC=1.[Cu]I. The product is [CH3:1][O:2][CH2:3][CH2:4][O:5][C:6]1[CH:7]=[C:8]([C:12]#[C:13][C:27]2[C:22]([NH2:21])=[N:23][CH:24]=[C:25]([N+:29]([O-:31])=[O:30])[CH:26]=2)[CH:9]=[CH:10][CH:11]=1. The yield is 0.740. (2) The reactants are C(OC([N:8]1[CH2:13][CH2:12][CH:11]([C:14]2[CH:19]=[CH:18][C:17]([C:20](=[O:22])[NH2:21])=[C:16]([C:23]3[CH:28]=[CH:27][C:26]([CH:29]([OH:36])[C:30]4[CH:35]=[CH:34][CH:33]=[CH:32][CH:31]=4)=[CH:25][CH:24]=3)[N:15]=2)[CH2:10][CH2:9]1)=O)(C)(C)C.C(O)(C(F)(F)F)=O. The catalyst is ClCCl. The product is [OH:36][CH:29]([C:30]1[CH:31]=[CH:32][CH:33]=[CH:34][CH:35]=1)[C:26]1[CH:27]=[CH:28][C:23]([C:16]2[N:15]=[C:14]([CH:11]3[CH2:10][CH2:9][NH:8][CH2:13][CH2:12]3)[CH:19]=[CH:18][C:17]=2[C:20]([NH2:21])=[O:22])=[CH:24][CH:25]=1. The yield is 0.880. (3) The reactants are [NH2:1][C:2]1[CH:3]=[C:4]([C:8]2[C:12]3[N:13]=[C:14]([NH:17][C:18]4[CH:19]=[N:20][C:21]([N:24]5[CH2:29][CH2:28][O:27][CH2:26][CH2:25]5)=[CH:22][CH:23]=4)[N:15]=[CH:16][C:11]=3[S:10][CH:9]=2)[CH:5]=[CH:6][CH:7]=1.[CH:30]1([C:33](Cl)=[O:34])[CH2:32][CH2:31]1. No catalyst specified. The product is [O:27]1[CH2:28][CH2:29][N:24]([C:21]2[N:20]=[CH:19][C:18]([NH:17][C:14]3[N:15]=[CH:16][C:11]4[S:10][CH:9]=[C:8]([C:4]5[CH:3]=[C:2]([NH:1][C:33]([CH:30]6[CH2:32][CH2:31]6)=[O:34])[CH:7]=[CH:6][CH:5]=5)[C:12]=4[N:13]=3)=[CH:23][CH:22]=2)[CH2:25][CH2:26]1. The yield is 0.910. (4) The reactants are [F:1][C:2]1[CH:3]=[C:4]([CH:14]=[CH:15][C:16]=1[F:17])[C:5]([NH:7][C@@H:8]1[CH2:13][CH2:12][CH2:11][NH:10][CH2:9]1)=[O:6].[C:18]([N:23]1[CH2:28][CH2:27][C:26](=O)[CH2:25][CH2:24]1)([O:20][CH2:21][CH3:22])=[O:19].[N-]=C=O. The catalyst is CN(C)C=O. The product is [F:1][C:2]1[CH:3]=[C:4]([CH:14]=[CH:15][C:16]=1[F:17])[C:5]([NH:7][C@@H:8]1[CH2:13][CH2:12][CH2:11][N:10]([CH:26]2[CH2:27][CH2:28][N:23]([C:18]([O:20][CH2:21][CH3:22])=[O:19])[CH2:24][CH2:25]2)[CH2:9]1)=[O:6]. The yield is 0.330. (5) The reactants are [H-].[Na+].[F:3][C:4]([F:13])([F:12])[C:5]1([C:8](OC)=[O:9])[CH2:7][CH2:6]1.[C:14](#[N:16])[CH3:15]. The catalyst is C1COCC1. The product is [O:9]=[C:8]([C:5]1([C:4]([F:13])([F:12])[F:3])[CH2:7][CH2:6]1)[CH2:15][C:14]#[N:16]. The yield is 0.490. (6) The reactants are [CH3:1][C:2]1[C:10]2[C:5](=[CH:6][CH:7]=[CH:8][CH:9]=2)[NH:4][CH:3]=1.[H-].[Na+].I[CH3:14]. The catalyst is CN(C=O)C. The yield is 0.970. The product is [CH3:14][N:4]1[C:5]2[C:10](=[CH:9][CH:8]=[CH:7][CH:6]=2)[C:2]([CH3:1])=[CH:3]1. (7) The reactants are [CH3:1][S:2]([C:5]1[CH:10]=[CH:9][C:8]([C:11]2[C:12]([O:22][C:23]3[CH:28]=[CH:27][C:26]([O:29][CH2:30][CH2:31][N:32]4[CH2:37][CH2:36][CH2:35][CH2:34][CH2:33]4)=[CH:25][CH:24]=3)=[C:13]3[C:18](=[CH:19][CH:20]=2)[CH:17]=[C:16]([OH:21])[CH:15]=[CH:14]3)=[CH:7][CH:6]=1)(=[O:4])=[O:3].[F:38][C:39]1[CH:47]=[CH:46][C:42]([C:43](Cl)=[O:44])=[CH:41][CH:40]=1.C(=O)(O)[O-].[Na+]. The catalyst is ClCCl. The product is [CH3:1][S:2]([C:5]1[CH:6]=[CH:7][C:8]([C:11]2[C:12]([O:22][C:23]3[CH:28]=[CH:27][C:26]([O:29][CH2:30][CH2:31][N:32]4[CH2:37][CH2:36][CH2:35][CH2:34][CH2:33]4)=[CH:25][CH:24]=3)=[C:13]3[C:18](=[CH:19][CH:20]=2)[CH:17]=[C:16]([O:21][C:43](=[O:44])[C:42]2[CH:46]=[CH:47][C:39]([F:38])=[CH:40][CH:41]=2)[CH:15]=[CH:14]3)=[CH:9][CH:10]=1)(=[O:4])=[O:3]. The yield is 0.730.